Predict the reaction yield, written as a fraction of the theoretical maximum amount of product (1.0 means a 100% yield; for example, 0.34 means a 34% yield). From a dataset of Reaction yield outcomes from USPTO patents with 853,638 reactions. (1) The reactants are [Cl:1][C:2]1[N:7]=[C:6](Cl)[C:5]([Cl:9])=[CH:4][N:3]=1.[NH2:10][CH:11]1[CH2:16][CH2:15][N:14]([C:17]2[CH:24]=[CH:23][C:20]([C:21]#[N:22])=[CH:19][N:18]=2)[CH2:13][CH2:12]1.C(N(CC)CC)C. The catalyst is C(O)(C)C. The product is [Cl:1][C:2]1[N:7]=[C:6]([NH:10][CH:11]2[CH2:16][CH2:15][N:14]([C:17]3[CH:24]=[CH:23][C:20]([C:21]#[N:22])=[CH:19][N:18]=3)[CH2:13][CH2:12]2)[C:5]([Cl:9])=[CH:4][N:3]=1. The yield is 0.780. (2) The reactants are [NH2:1][C:2]1[NH:3][C:4]([C:12]2[CH:17]=[CH:16][N:15]=[CH:14][CH:13]=2)=[CH:5][C:6]=1[C:7]([O:9]CC)=O.[CH:18]([NH2:20])=O.CN(C)C=O. The catalyst is C(O)=O. The product is [N:15]1[CH:14]=[CH:13][C:12]([C:4]2[NH:3][C:2]3[N:1]=[CH:18][N:20]=[C:7]([OH:9])[C:6]=3[CH:5]=2)=[CH:17][CH:16]=1. The yield is 0.550. (3) The reactants are C1(P(=O)(C2C=CC=CC=2)C2C=CC=CC=2)C=CC=CC=1.FC(F)(F)S(OS(C(F)(F)F)(=O)=O)(=O)=O.CO[C:38](=[O:77])[C@H:39]([CH2:68][S:69]CC1C=CC=CC=1)[NH:40][C:41]([C:43]1[NH:44][C:45]2[C:50]([CH:51]=1)=[CH:49][C:48]([O:52][CH2:53][CH2:54][O:55][CH3:56])=[CH:47][C:46]=2[N:57]([CH3:67])[S:58]([C:61]1[CH:66]=[CH:65][CH:64]=[CH:63][N:62]=1)(=[O:60])=[O:59])=O.C1(SC)C=CC=CC=1.C(=O)([O-])O.[Na+].COCCOC1C=C2C(=C(N(C)S(C3C=CC=CN=3)(=O)=O)C=1)NC(C1SC[C@@H](C(OC)=O)N=1)=C2. The catalyst is ClCCl.O1CCCC1.[BH4-].[Na+].O.CO. The product is [OH:77][CH2:38][C@@H:39]1[CH2:68][S:69][C:41]([C:43]2[NH:44][C:45]3[C:50]([CH:51]=2)=[CH:49][C:48]([O:52][CH2:53][CH2:54][O:55][CH3:56])=[CH:47][C:46]=3[N:57]([CH3:67])[S:58]([C:61]2[CH:66]=[CH:65][CH:64]=[CH:63][N:62]=2)(=[O:59])=[O:60])=[N:40]1. The yield is 0.360. (4) The reactants are Br[C:2]1[CH:3]=[C:4]([C:18]([C:20]2[CH:21]=[N:22][C:23]([CH3:26])=[CH:24][CH:25]=2)=[O:19])[CH:5]=[C:6]([O:8]CC2C=CC(OC)=CC=2)[CH:7]=1.[Li][CH2:28][CH2:29][CH2:30][CH3:31].CCCCCC.BrC1C=C([O:45]CC2C=CC(OC)=CC=2)C=C(Br)C=1.C[C:57]1[CH:64]=[CH:63][C:60](C#N)=C[N:58]=1.Cl.[OH-].[Na+]. The catalyst is CCOCC. The product is [OH:8][C:6]1[CH:5]=[C:4]([C:18]([C:20]2[CH:21]=[N:22][C:23]([CH2:26][OH:45])=[CH:24][CH:25]=2)=[O:19])[CH:3]=[C:2]([C:28]2[CH:60]=[CH:63][CH:64]=[C:57]3[C:29]=2[CH:30]=[CH:31][NH:58]3)[CH:7]=1. The yield is 0.900. (5) The reactants are C1(P(C2C=CC=CC=2)C2C=CC=CC=2)C=CC=CC=1.[NH2:20][C:21]1[CH:22]=[C:23]([OH:26])[NH:24][N:25]=1.CC(OC(/N=N\C(=O)OC(C)C)=O)C.[CH3:41][O:42][C:43]1[CH:44]=[C:45]([CH2:50]O)[CH:46]=[C:47]([CH3:49])[CH:48]=1.C(Cl)[Cl:53]. No catalyst specified. The product is [ClH:53].[CH3:41][O:42][C:43]1[CH:48]=[C:47]([CH2:49][O:26][C:23]2[NH:24][N:25]=[C:21]([NH2:20])[CH:22]=2)[CH:46]=[C:45]([CH3:50])[CH:44]=1. The yield is 0.182. (6) The reactants are [C:1]([C:5]1[CH:10]=[C:9]([F:11])[C:8]([CH3:12])=[CH:7][C:6]=1[OH:13])([CH3:4])([CH3:3])[CH3:2].[CH3:14][O:15][CH2:16]Cl. The catalyst is C1COCC1. The product is [C:1]([C:5]1[CH:10]=[C:9]([F:11])[C:8]([CH3:12])=[CH:7][C:6]=1[O:13][CH2:14][O:15][CH3:16])([CH3:4])([CH3:3])[CH3:2]. The yield is 0.990.